Dataset: NCI-60 drug combinations with 297,098 pairs across 59 cell lines. Task: Regression. Given two drug SMILES strings and cell line genomic features, predict the synergy score measuring deviation from expected non-interaction effect. Drug 1: CC1=C2C(C(=O)C3(C(CC4C(C3C(C(C2(C)C)(CC1OC(=O)C(C(C5=CC=CC=C5)NC(=O)OC(C)(C)C)O)O)OC(=O)C6=CC=CC=C6)(CO4)OC(=O)C)OC)C)OC. Drug 2: CC12CCC3C(C1CCC2=O)CC(=C)C4=CC(=O)C=CC34C. Cell line: HCC-2998. Synergy scores: CSS=71.7, Synergy_ZIP=7.69, Synergy_Bliss=7.93, Synergy_Loewe=7.32, Synergy_HSA=11.9.